From a dataset of Catalyst prediction with 721,799 reactions and 888 catalyst types from USPTO. Predict which catalyst facilitates the given reaction. (1) Reactant: C(OC(C1CC(O)CN1C(=O)[CH:15]([NH:20][C:21](=[O:38])[CH:22](C1CCCCC1)[NH:23][C:24]([C:26]1[CH:31]=[N:30][CH:29]=[CH:28][N:27]=1)=[O:25])[C:16]([CH3:19])([CH3:18])[CH3:17])=O)(C)(C)C.[C:53]1(P([C:53]2[CH:58]=[CH:57][CH:56]=[CH:55][CH:54]=2)[C:53]2[CH:58]=[CH:57][CH:56]=[CH:55][CH:54]=2)[CH:58]=[CH:57][CH:56]=[CH:55][CH:54]=1.[OH:59][C:60]1[CH:65]=[C:64](Cl)[CH:63]=[CH:62][N:61]=1.N(C(OCC)=O)=N[C:69]([O:71]CC)=[O:70].FC(F)(F)C(O)=O. Product: [CH:53]1([CH:22]([NH:23][C:24]([C:26]2[CH:31]=[N:30][CH:29]=[CH:28][N:27]=2)=[O:25])[C:21]([NH:20][CH2:15][C:16]([CH3:17])([CH3:18])[CH2:19][C:60]([C:65]2([C:69]([OH:71])=[O:70])[CH2:64][CH2:63][CH2:62][NH:61]2)=[O:59])=[O:38])[CH2:54][CH2:55][CH2:56][CH2:57][CH2:58]1. The catalyst class is: 266. (2) Reactant: Cl[C:2]1[S:6][N:5]=[C:4]([C:7]2[CH:8]=[N:9][CH:10]=[CH:11][CH:12]=2)[N:3]=1.FC(F)(F)C(O)=O.[O:20]1[C:24]2[CH:25]=[CH:26][CH:27]=[CH:28][C:23]=2[C:22]([NH:29][C:30]([N:32]2[CH2:37][CH2:36][NH:35][CH2:34][CH2:33]2)=[O:31])=[N:21]1.C(N(CC)CC)C.O. Product: [O:20]1[C:24]2[CH:25]=[CH:26][CH:27]=[CH:28][C:23]=2[C:22]([NH:29][C:30]([N:32]2[CH2:37][CH2:36][N:35]([C:2]3[S:6][N:5]=[C:4]([C:7]4[CH:8]=[N:9][CH:10]=[CH:11][CH:12]=4)[N:3]=3)[CH2:34][CH2:33]2)=[O:31])=[N:21]1. The catalyst class is: 9. (3) Reactant: [CH3:1][O:2][C:3]1[CH:4]=[C:5]2[C:10](=[CH:11][C:12]=1[O:13][CH3:14])[N:9]=[CH:8][CH:7]=[C:6]2[O:15][C:16]1[CH:22]=[CH:21][C:19]([NH2:20])=[CH:18][CH:17]=1.C(N(CC)CC)C.ClC(Cl)(O[C:34](=[O:40])OC(Cl)(Cl)Cl)Cl.[S:42]1[CH:46]=[CH:45][N:44]=[C:43]1[C@H:47]([NH2:49])[CH3:48]. Product: [CH3:1][O:2][C:3]1[CH:4]=[C:5]2[C:10](=[CH:11][C:12]=1[O:13][CH3:14])[N:9]=[CH:8][CH:7]=[C:6]2[O:15][C:16]1[CH:22]=[CH:21][C:19]([NH:20][C:34]([NH:49][C@@H:47]([C:43]2[S:42][CH:46]=[CH:45][N:44]=2)[CH3:48])=[O:40])=[CH:18][CH:17]=1. The catalyst class is: 22. (4) Reactant: [Cl:1][C:2]1[CH:7]=[CH:6][CH:5]=[C:4]([CH3:8])[N+:3]=1[O-:9].[N+:10]([O-])([OH:12])=[O:11]. Product: [Cl:1][C:2]1[CH:7]=[C:6]([N+:10]([O-:12])=[O:11])[CH:5]=[C:4]([CH3:8])[N+:3]=1[O-:9]. The catalyst class is: 65. (5) The catalyst class is: 12. Reactant: [Br:1][C:2]1[CH:3]=[N:4][CH:5]=[C:6]([CH:10]=1)C(O)=O.C1(P(N=[N+]=[N-])(C2C=CC=CC=2)=[O:18])C=CC=CC=1.C([N:30]([CH2:33]C)CC)C.[C:35]([OH:39])([CH3:38])([CH3:37])[CH3:36]. Product: [Br:1][C:2]1[CH:10]=[C:6]([NH:30][C:33](=[O:18])[O:39][C:35]([CH3:38])([CH3:37])[CH3:36])[CH:5]=[N:4][CH:3]=1.